This data is from Full USPTO retrosynthesis dataset with 1.9M reactions from patents (1976-2016). The task is: Predict the reactants needed to synthesize the given product. Given the product [C:1]([O:5][C:6]([N:8]1[CH:21]([C:22](=[O:44])[NH:23][C@H:24]([C:40]([O:42][CH3:43])=[O:41])[CH2:25][C:26]2[CH:27]=[CH:28][C:29]([C:32]3[CH:37]=[CH:36][C:35]([C:38]#[N:39])=[CH:34][CH:33]=3)=[CH:30][CH:31]=2)[CH2:20][C:19]2[CH:18]=[C:17]3[C:12]([O:13][C@@H:14]([C:45]4[CH:46]=[CH:47][C:48]([O:51][CH2:52][C:53]5[CH:58]=[CH:57][C:56]([Cl:59])=[C:55]([Cl:60])[CH:54]=5)=[CH:49][CH:50]=4)[CH2:15][N:16]3[C:61](=[O:63])[CH3:62])=[CH:11][C:10]=2[CH2:9]1)=[O:7])([CH3:4])([CH3:2])[CH3:3], predict the reactants needed to synthesize it. The reactants are: [C:1]([O:5][C:6]([N:8]1[CH:21]([C:22](=[O:44])[NH:23][C@H:24]([C:40]([O:42][CH3:43])=[O:41])[CH2:25][C:26]2[CH:31]=[CH:30][C:29]([C:32]3[CH:37]=[CH:36][C:35]([C:38]#[N:39])=[CH:34][CH:33]=3)=[CH:28][CH:27]=2)[CH2:20][C:19]2[CH:18]=[C:17]3[C:12]([O:13][C@@H:14]([C:45]4[CH:50]=[CH:49][C:48]([O:51][CH2:52][C:53]5[CH:58]=[CH:57][C:56]([Cl:59])=[C:55]([Cl:60])[CH:54]=5)=[CH:47][CH:46]=4)[CH2:15][NH:16]3)=[CH:11][C:10]=2[CH2:9]1)=[O:7])([CH3:4])([CH3:3])[CH3:2].[C:61](Cl)(=[O:63])[CH3:62].C(N(CC)CC)C.C(OCC)(=O)C.